Dataset: Experimentally validated miRNA-target interactions with 360,000+ pairs, plus equal number of negative samples. Task: Binary Classification. Given a miRNA mature sequence and a target amino acid sequence, predict their likelihood of interaction. The miRNA is hsa-miR-4325 with sequence UUGCACUUGUCUCAGUGA. The protein sequence of the target gene is MANEDCPKAADSPFSSDKHAQLILAQINKMRNGQHFCDVQLQVGQESFKAHRLVLAASSPYFAALFTGGMKESSKDVVPILGIEAGIFQILLDFIYTGIVNIGVNNVQELIIAADMLQLTEVVHLCCEFLKGQIDPLNCIGIFQFSEQIACHDLLEFSENYIHVHFLEVHSGEEFLALTKDQLIKILRSEELSIEDEYQVFLAAMQWILKDLGKRRKHVVEVLDPIRFPLLPPQRLLKYIEGVSDFNLRVALQTLLKEYCEVCKSPKENKFCSFLQTSKVRPRKKARKYLYAVGGYTRLQ.... Result: 1 (interaction).